Dataset: Catalyst prediction with 721,799 reactions and 888 catalyst types from USPTO. Task: Predict which catalyst facilitates the given reaction. (1) Reactant: [F:1][C:2]1[CH:7]=[C:6]([N+:8]([O-])=O)[CH:5]=[C:4]([F:11])[C:3]=1[N:12]1[CH:16]=[N:15][C:14]([CH3:17])=[N:13]1. Product: [F:1][C:2]1[CH:7]=[C:6]([CH:5]=[C:4]([F:11])[C:3]=1[N:12]1[CH:16]=[N:15][C:14]([CH3:17])=[N:13]1)[NH2:8]. The catalyst class is: 43. (2) Reactant: C(OC(=O)[NH:7][C:8]1[C:9]([C:13]2[CH:18]=[CH:17][C:16]([O:19][CH2:20][C:21]3[CH:26]=[CH:25][C:24]([F:27])=[CH:23][CH:22]=3)=[CH:15][CH:14]=2)=[N:10][O:11][CH:12]=1)(C)(C)C.Cl.O1CCOCC1.C(OCC)C. Product: [F:27][C:24]1[CH:25]=[CH:26][C:21]([CH2:20][O:19][C:16]2[CH:15]=[CH:14][C:13]([C:9]3[C:8]([NH2:7])=[CH:12][O:11][N:10]=3)=[CH:18][CH:17]=2)=[CH:22][CH:23]=1. The catalyst class is: 12. (3) Reactant: [NH2:1]OS(O)(=O)=O.C(=O)(O)[O-].[K+].[CH3:12][O:13][C:14]1[CH:19]=[CH:18][N:17]=[N:16][CH:15]=1.[C:20]([O:24][CH3:25])(=[O:23])[C:21]#[CH:22].[OH-].[K+]. Product: [CH3:12][O:13][C:14]1[CH:15]=[N:16][N:17]2[N:1]=[CH:22][C:21]([C:20]([O:24][CH3:25])=[O:23])=[C:18]2[CH:19]=1. The catalyst class is: 232. (4) Reactant: [C:1]([O:5][C@@H:6]([C:12]1[C:21]([CH3:22])=[CH:20][C:19]2[C:14](=[CH:15][CH:16]=[CH:17][CH:18]=2)[C:13]=1[C:23]1[CH2:28][CH2:27][C:26]([CH3:30])([CH3:29])[CH2:25][CH:24]=1)[C:7]([O:9]CC)=[O:8])([CH3:4])([CH3:3])[CH3:2].[OH-].[Li+]. Product: [C:1]([O:5][C@@H:6]([C:12]1[C:21]([CH3:22])=[CH:20][C:19]2[C:14](=[CH:15][CH:16]=[CH:17][CH:18]=2)[C:13]=1[C:23]1[CH2:28][CH2:27][C:26]([CH3:30])([CH3:29])[CH2:25][CH:24]=1)[C:7]([OH:9])=[O:8])([CH3:4])([CH3:2])[CH3:3]. The catalyst class is: 738. (5) Reactant: [F:1][C:2]1[CH:10]=[C:9]2[C:5]([C:6]([C:17]#[N:18])=[C:7]([C:11]3[CH:12]=[N:13][CH:14]=[CH:15][CH:16]=3)[NH:8]2)=[CH:4][CH:3]=1.[H-].[Na+].IC.[C:23]([O-])(O)=O.[Na+]. Product: [F:1][C:2]1[CH:10]=[C:9]2[C:5]([C:6]([C:17]#[N:18])=[C:7]([C:11]3[CH:12]=[N:13][CH:14]=[CH:15][CH:16]=3)[N:8]2[CH3:23])=[CH:4][CH:3]=1. The catalyst class is: 3. (6) Reactant: Cl[C:2]1[N:3]=[N:4][CH:5]=[C:6](Cl)[C:7]=1[Cl:8].FC(F)(F)C([O-])=O.[N:17]1[CH:22]=[CH:21][CH:20]=[C:19]([CH:23]2[CH2:28][CH2:27][NH2+:26][CH2:25][CH2:24]2)[CH:18]=1.C(=O)([O-])[O-].[K+].[K+].[NH2:35][NH2:36]. Product: [Cl:8][C:7]1[C:6]([N:26]2[CH2:27][CH2:28][CH:23]([C:19]3[CH:18]=[N:17][CH:22]=[CH:21][CH:20]=3)[CH2:24][CH2:25]2)=[CH:5][N:4]=[N:3][C:2]=1[NH:35][NH2:36]. The catalyst class is: 708. (7) Reactant: [CH2:1]([Li])CCC.[O:6]1[CH2:11][CH2:10][CH2:9][O:8][CH:7]1[C:12]1[CH:17]=[CH:16][C:15]([C:18]2[S:19][C:20]3[CH:26]=[C:25]([C:27]([C:29]4[CH:34]=[CH:33][CH:32]=[CH:31][N:30]=4)=O)[CH:24]=[CH:23][C:21]=3[N:22]=2)=[C:14]([F:35])[CH:13]=1. Product: [O:8]1[CH2:9][CH2:10][CH2:11][O:6][CH:7]1[C:12]1[CH:17]=[CH:16][C:15]([C:18]2[S:19][C:20]3[CH:26]=[C:25]([C:27]([C:29]4[CH:34]=[CH:33][CH:32]=[CH:31][N:30]=4)=[CH2:1])[CH:24]=[CH:23][C:21]=3[N:22]=2)=[C:14]([F:35])[CH:13]=1. The catalyst class is: 307. (8) Reactant: [CH3:1][S-:2].[Na+].[NH2:4][C:5]1[C:10]([Cl:11])=[C:9]([C:12]([O:14][CH3:15])=[O:13])[N:8]=[C:7](Cl)[N:6]=1. Product: [NH2:4][C:5]1[C:10]([Cl:11])=[C:9]([C:12]([O:14][CH3:15])=[O:13])[N:8]=[C:7]([S:2][CH3:1])[N:6]=1. The catalyst class is: 5. (9) Reactant: [CH3:1][O:2][C:3]1[CH:4]=[C:5]([C:11]#[C:12][CH2:13][CH2:14][N:15]2[CH2:19][CH2:18][O:17][C:16]2=[O:20])[CH:6]=[CH:7][C:8]=1[O:9][CH3:10].[CH2:21]([SnH:25]([CH2:30][CH2:31][CH2:32][CH3:33])[CH2:26][CH2:27][CH2:28][CH3:29])[CH2:22][CH2:23][CH3:24]. Product: [CH2:30]([Sn:25]([CH2:21][CH2:22][CH2:23][CH3:24])([CH2:26][CH2:27][CH2:28][CH3:29])[C:11]([C:5]1[CH:6]=[CH:7][C:8]([O:9][CH3:10])=[C:3]([O:2][CH3:1])[CH:4]=1)=[CH:12][CH2:13][CH2:14][N:15]1[CH2:19][CH2:18][O:17][C:16]1=[O:20])[CH2:31][CH2:32][CH3:33]. The catalyst class is: 176.